From a dataset of Forward reaction prediction with 1.9M reactions from USPTO patents (1976-2016). Predict the product of the given reaction. (1) Given the reactants Cl.Cl[CH2:3][CH2:4][N:5]1[CH2:10][CH2:9][CH2:8][CH2:7][CH2:6]1.NC(N)=[S:13].[OH-].[Na+], predict the reaction product. The product is: [N:5]1([CH2:4][CH2:3][SH:13])[CH2:10][CH2:9][CH2:8][CH2:7][CH2:6]1. (2) Given the reactants [CH3:1][C:2]1[CH:8]=[C:7]([C:9]([F:18])([C:14]([F:17])([F:16])[F:15])[C:10]([F:13])([F:12])[F:11])[CH:6]=[C:5]([CH3:19])[C:3]=1[NH2:4].[CH3:20][O:21][C:22]1[C:30]([N+:31]([O-:33])=[O:32])=[CH:29][CH:28]=[C:27]([O:34][CH3:35])[C:23]=1[C:24](O)=[O:25].C(N(CC)CC)C.O=C1N([ClH]P([ClH]N2CCOC2=O)=O)CCO1.C1N(P(Cl)(N2C(=O)OCC2)=O)C(=O)OC1, predict the reaction product. The product is: [CH3:19][C:5]1[CH:6]=[C:7]([C:9]([F:18])([C:10]([F:12])([F:13])[F:11])[C:14]([F:15])([F:16])[F:17])[CH:8]=[C:2]([CH3:1])[C:3]=1[NH:4][C:24](=[O:25])[C:23]1[C:27]([O:34][CH3:35])=[CH:28][CH:29]=[C:30]([N+:31]([O-:33])=[O:32])[C:22]=1[O:21][CH3:20]. (3) The product is: [Cl:1][C:2]1[CH:7]=[C:6]([N:8]2[CH2:9][CH2:10][O:11][CH2:12][CH2:13]2)[N:5]=[C:4]([C:14]([NH:22][CH3:21])=[O:16])[CH:3]=1. Given the reactants [Cl:1][C:2]1[CH:7]=[C:6]([N:8]2[CH2:13][CH2:12][O:11][CH2:10][CH2:9]2)[N:5]=[C:4]([C:14]([OH:16])=O)[CH:3]=1.C(Cl)CCl.[CH3:21][NH2:22], predict the reaction product. (4) Given the reactants [B:10]1([B:10]2[O:14][C:13]([CH3:16])([CH3:15])[C:12]([CH3:18])([CH3:17])[O:11]2)[O:14][C:13]([CH3:16])([CH3:15])[C:12]([CH3:18])([CH3:17])[O:11]1.C([O-])(=O)C.[K+].[C:24]([C:26]1[S:27][CH:28]=[CH:29][C:30]=1[C:31]1[CH:32]=[C:33](OS(C(F)(F)F)(=O)=O)[CH:34]=[CH:35][CH:36]=1)#[N:25], predict the reaction product. The product is: [CH3:16][C:13]1([CH3:15])[C:12]([CH3:17])([CH3:18])[O:11][B:10]([C:33]2[CH:32]=[C:31]([C:30]3[CH:29]=[CH:28][S:27][C:26]=3[C:24]#[N:25])[CH:36]=[CH:35][CH:34]=2)[O:14]1. (5) Given the reactants [CH3:1][N:2]([CH3:12])[S:3]([C:6]1[CH:11]=[CH:10][CH:9]=[CH:8][CH:7]=1)(=[O:5])=[O:4].C([Li])CCC.CN(C)[CH:20]=[O:21].S(=O)(O)[O-].[Na+].C(=O)([O-])[O-].[Na+].[Na+], predict the reaction product. The product is: [CH:20]([C:11]1[CH:10]=[CH:9][CH:8]=[CH:7][C:6]=1[S:3]([N:2]([CH3:12])[CH3:1])(=[O:4])=[O:5])=[O:21]. (6) Given the reactants O=[C:2]([CH3:21])[CH2:3][O:4][C:5]([CH:7]1[CH2:10][N:9]([C:11]([O:13][CH2:14][C:15]2[CH:20]=[CH:19][CH:18]=[CH:17][CH:16]=2)=[O:12])[CH2:8]1)=O.C([NH2:25])(=O)C.B(F)(F)F.CCOCC, predict the reaction product. The product is: [CH2:14]([O:13][C:11]([N:9]1[CH2:10][CH:7]([C:5]2[O:4][CH:3]=[C:2]([CH3:21])[N:25]=2)[CH2:8]1)=[O:12])[C:15]1[CH:20]=[CH:19][CH:18]=[CH:17][CH:16]=1. (7) Given the reactants [CH2:1]([N:8]1[CH2:13][CH2:12][CH:11]([NH:14][C:15]2[CH:20]=[CH:19][C:18]([C:21]3[C:29]4[C:24](=[CH:25][C:26]([F:30])=[CH:27][CH:28]=4)[NH:23][CH:22]=3)=[CH:17][N:16]=2)[CH2:10][CH2:9]1)[C:2]1C=CC=CC=1, predict the reaction product. The product is: [CH2:1]([N:8]1[CH2:9][CH2:10][CH:11]([NH:14][C:15]2[CH:20]=[CH:19][C:18]([C:21]3[C:29]4[C:24](=[CH:25][C:26]([F:30])=[CH:27][CH:28]=4)[NH:23][CH:22]=3)=[CH:17][N:16]=2)[CH2:12][CH2:13]1)[CH3:2].